From a dataset of Forward reaction prediction with 1.9M reactions from USPTO patents (1976-2016). Predict the product of the given reaction. Given the reactants [CH3:1][O:2][C:3]1[CH:9]=[C:8]([O:10][C:11]2[CH:16]=[CH:15][N:14]=[C:13]3[CH:17]=[C:18]([C:20]4[N:21]([CH3:25])[CH:22]=[CH:23][N:24]=4)[S:19][C:12]=23)[CH:7]=[CH:6][C:4]=1[NH2:5].[C:26](=[S:41])(OC1C=CC=CN=1)OC1C=CC=CN=1.O, predict the reaction product. The product is: [CH3:1][O:2][C:3]1[CH:9]=[C:8]([O:10][C:11]2[CH:16]=[CH:15][N:14]=[C:13]3[CH:17]=[C:18]([C:20]4[N:21]([CH3:25])[CH:22]=[CH:23][N:24]=4)[S:19][C:12]=23)[CH:7]=[CH:6][C:4]=1[N:5]=[C:26]=[S:41].